This data is from NCI-60 drug combinations with 297,098 pairs across 59 cell lines. The task is: Regression. Given two drug SMILES strings and cell line genomic features, predict the synergy score measuring deviation from expected non-interaction effect. (1) Drug 1: C1CCN(CC1)CCOC2=CC=C(C=C2)C(=O)C3=C(SC4=C3C=CC(=C4)O)C5=CC=C(C=C5)O. Drug 2: CS(=O)(=O)CCNCC1=CC=C(O1)C2=CC3=C(C=C2)N=CN=C3NC4=CC(=C(C=C4)OCC5=CC(=CC=C5)F)Cl. Cell line: RPMI-8226. Synergy scores: CSS=-7.26, Synergy_ZIP=10.9, Synergy_Bliss=12.9, Synergy_Loewe=-5.18, Synergy_HSA=-2.89. (2) Drug 1: C1CCN(CC1)CCOC2=CC=C(C=C2)C(=O)C3=C(SC4=C3C=CC(=C4)O)C5=CC=C(C=C5)O. Drug 2: C1=NC(=NC(=O)N1C2C(C(C(O2)CO)O)O)N. Cell line: NCI/ADR-RES. Synergy scores: CSS=0.991, Synergy_ZIP=2.01, Synergy_Bliss=1.75, Synergy_Loewe=-4.61, Synergy_HSA=-2.59.